From a dataset of Forward reaction prediction with 1.9M reactions from USPTO patents (1976-2016). Predict the product of the given reaction. (1) The product is: [CH:1]1[C:10]2[C:11]3[C:20]([C:8]4[C:9]=2[C:4]([CH:5]=[C:6]([S:22]([OH:25])(=[O:24])=[O:23])[CH:7]=4)=[CH:3][C:2]=1[S:27]([OH:29])(=[O:28])=[O:26])=[N:19][C:18]1[C:13](=[CH:14][CH:15]=[CH:16][CH:17]=1)[N:12]=3. Given the reactants [CH:1]1[C:10]2[C:11]3[C:20]([C:8]4[C:9]=2[C:4]([CH:5]=[CH:6][CH:7]=4)=[CH:3][CH:2]=1)=[N:19][C:18]1[C:13](=[CH:14][CH:15]=[CH:16][CH:17]=1)[N:12]=3.O[S:22]([OH:25])(=[O:24])=[O:23].[O:26]=[S:27](=[O:29])=[O:28], predict the reaction product. (2) Given the reactants N1[C:9]2[C:4](=C[CH:6]=[CH:7][CH:8]=2)C=C1.[CH2:10]1N2[CH2:16][CH2:17][N:12]([CH2:13][CH2:14]2)[CH2:11]1.[CH3:18][C:19](N(C)C)=O.[CH3:24][CH2:25]OC(C)=O, predict the reaction product. The product is: [CH2:13]([N:12]1[C:11]2[C:24](=[CH:25][CH:19]=[CH:18][CH:10]=2)[CH:16]=[CH:17]1)[C:14]1[CH:6]=[CH:7][CH:8]=[CH:9][CH:4]=1. (3) Given the reactants CON(C)[C:4]([C:6]1[N:7]=[CH:8][N:9]([C:11]2[CH:12]=[C:13]([C:17]3[CH:22]=[CH:21][CH:20]=[CH:19][C:18]=3[O:23][CH3:24])[CH:14]=[CH:15][CH:16]=2)[CH:10]=1)=[O:5].Br[C:27]1[CH:32]=[C:31]([CH3:33])[CH:30]=[CH:29][N:28]=1, predict the reaction product. The product is: [CH3:24][O:23][C:18]1[CH:19]=[CH:20][CH:21]=[CH:22][C:17]=1[C:13]1[CH:14]=[CH:15][CH:16]=[C:11]([N:9]2[CH:10]=[C:6]([C:4]([C:27]3[CH:32]=[C:31]([CH3:33])[CH:30]=[CH:29][N:28]=3)=[O:5])[N:7]=[CH:8]2)[CH:12]=1. (4) The product is: [Cl:11][C:10]1[C:6]([CH2:5][OH:4])=[N:7][O:8][C:9]=1[C:12]1[CH:17]=[CH:16][C:15]([C:18]([F:21])([F:20])[F:19])=[C:14]([F:22])[CH:13]=1. Given the reactants C([O:4][CH2:5][C:6]1[C:10]([Cl:11])=[C:9]([C:12]2[CH:17]=[CH:16][C:15]([C:18]([F:21])([F:20])[F:19])=[C:14]([F:22])[CH:13]=2)[O:8][N:7]=1)(=O)C.[Li+].[OH-], predict the reaction product. (5) The product is: [CH2:1]([O:3][C:4]1[CH:5]=[C:6]([C:7]2[O:9][N:18]=[C:19]([C:27]3[CH:32]=[C:31]4[C:30]([CH2:39][C:38](=[O:37])[NH:33]4)=[CH:29][CH:28]=3)[N:20]=2)[CH:10]=[CH:11][C:12]=1[O:13][CH2:14][CH3:15])[CH3:2]. Given the reactants [CH2:1]([O:3][C:4]1[CH:5]=[C:6]([CH:10]=[CH:11][C:12]=1[O:13][CH2:14][CH3:15])[C:7]([OH:9])=O)[CH3:2].CC[N:18]=[C:19]=[N:20]CCCN(C)C.[CH:27]1[CH:28]=[CH:29][C:30]2N(O)N=[N:33][C:31]=2[CH:32]=1.[O:37]1CCO[CH2:39][CH2:38]1, predict the reaction product.